Dataset: Human liver microsome stability data. Task: Regression/Classification. Given a drug SMILES string, predict its absorption, distribution, metabolism, or excretion properties. Task type varies by dataset: regression for continuous measurements (e.g., permeability, clearance, half-life) or binary classification for categorical outcomes (e.g., BBB penetration, CYP inhibition). Dataset: hlm. (1) The compound is CC(C)CCn1nc(CC(C)(C)C)c(O)c(C2=NS(=O)(=O)c3cc(NS(C)(=O)=O)ccc3N2)c1=O. The result is 1 (stable in human liver microsomes). (2) The result is 0 (unstable in human liver microsomes). The drug is CCCCCCCC(c1cn([C@@H]2O[C@H](CO)[C@@H](O)[C@H](O)[C@H]2O)c2ccc(Br)cc12)c1cn([C@@H]2O[C@H](CO)[C@@H](O)[C@H](O)[C@H]2O)c2ccc(Br)cc12. (3) The molecule is Cn1ccc2cc(C(c3nnnn3Cc3ccccc3)N3CCCN(C4CCC4)CC3)ccc21. The result is 1 (stable in human liver microsomes). (4) The compound is C[C@@H]1CN(c2ccc(F)cc2C(F)(F)F)CCN1S(=O)(=O)c1ccc(OC(F)(F)F)cc1. The result is 0 (unstable in human liver microsomes). (5) The molecule is N#CC1(n2cc([C@@H](NC(=O)c3cscn3)C3CCCCC3)nn2)CC1. The result is 0 (unstable in human liver microsomes). (6) The drug is CN(C(=O)CCC(=O)Nc1ccc(-c2ccc(OCC(=O)O)cc2)cc1Cl)c1ccc(C(C)(C)C)cc1Cl. The result is 0 (unstable in human liver microsomes). (7) The result is 0 (unstable in human liver microsomes). The compound is O=c1cc(-c2ccc(C(F)(F)F)cc2)ccn1-c1ccc2c(cnn2CCN2CCCC2)c1.